From a dataset of Reaction yield outcomes from USPTO patents with 853,638 reactions. Predict the reaction yield, written as a fraction of the theoretical maximum amount of product (1.0 means a 100% yield; for example, 0.34 means a 34% yield). (1) The reactants are [Cl:1][C:2]1[C:3]([NH:18][C:19]2[CH:27]=[CH:26][CH:25]=[CH:24][C:20]=2[C:21]([OH:23])=O)=[CH:4][C:5]([NH:8][C:9]2[N:13]([CH:14]([CH3:16])[CH3:15])[N:12]=[C:11]([CH3:17])[CH:10]=2)=[N:6][CH:7]=1.ON1C2C=CC=CC=2N=N1.CN(C)CCCN=C=NCC.Cl.[CH3:50][O:51][NH2:52].C(N(C(C)C)CC)(C)C. The catalyst is CN(C)C=O.C(O)(=O)C.O. The product is [Cl:1][C:2]1[C:3]([NH:18][C:19]2[CH:27]=[CH:26][CH:25]=[CH:24][C:20]=2[C:21]([NH:52][O:51][CH3:50])=[O:23])=[CH:4][C:5]([NH:8][C:9]2[N:13]([CH:14]([CH3:15])[CH3:16])[N:12]=[C:11]([CH3:17])[CH:10]=2)=[N:6][CH:7]=1. The yield is 0.940. (2) The reactants are [CH2:1]([N:8]1[CH2:12][CH2:11][C@@H:10]([OH:13])[CH2:9]1)[C:2]1[CH:7]=[CH:6][CH:5]=[CH:4][CH:3]=1.[C:14]1([CH3:24])[CH:19]=[CH:18][C:17]([S:20](Cl)(=[O:22])=[O:21])=[CH:16][CH:15]=1.[OH2:25]. The yield is 0.920. The product is [CH2:1]([N:8]1[CH2:12][CH2:11][C@@H:10]([OH:13])[CH2:9]1)[C:2]1[CH:3]=[CH:4][CH:5]=[CH:6][CH:7]=1.[S:20]([C:17]1[CH:18]=[CH:19][C:14]([CH3:24])=[CH:15][CH:16]=1)([O-:22])(=[O:21])=[O:25]. The catalyst is N1C=CC=CC=1. (3) The reactants are [C:1]1([C@H](O)C)C=CC=CC=1.[CH3:10][O:11][CH2:12][O:13][C@H:14]1[CH2:18][CH2:17][N:16]([C@@H:19]([C:22]2[CH:27]=[CH:26][CH:25]=[CH:24][CH:23]=2)CO)[CH2:15]1.[CH3:28][NH:29][C:30]1[CH:39]=[CH:38][C:33]([C:34]([O:36][CH3:37])=[O:35])=[CH:32][CH:31]=1. No catalyst specified. The product is [CH3:10][O:11][CH2:12][O:13][C@H:14]1[CH2:18][CH2:17][N:16]([CH2:19][C@H:22]([N:29]([C:30]2[CH:39]=[CH:38][C:33]([C:34]([O:36][CH3:37])=[O:35])=[CH:32][CH:31]=2)[CH3:28])[C:27]2[CH:26]=[CH:25][CH:24]=[CH:23][CH:1]=2)[CH2:15]1. The yield is 0.490. (4) The reactants are [Cl:1][C:2]1[CH:7]=[CH:6][CH:5]=[C:4]([Cl:8])[C:3]=1[C:9]1[C:14]2[O:15][C@@H:16]([CH2:19][NH2:20])[CH2:17][O:18][C:13]=2[CH:12]=[C:11]([F:21])[CH:10]=1.Cl.[CH3:23][CH2:24][OH:25]. The catalyst is CCOC(C)=O.CCOCC. The product is [Cl:8][C:4]1[CH:5]=[CH:6][CH:7]=[C:2]([Cl:1])[C:3]=1[C:9]1[C:14]2[O:15][C@@H:16]([CH2:19][N:20]3[C:24](=[O:25])[C:23]4[C:13](=[CH:12][CH:11]=[CH:10][CH:9]=4)[C:14]3=[O:15])[CH2:17][O:18][C:13]=2[CH:12]=[C:11]([F:21])[CH:10]=1. The yield is 0.420. (5) The reactants are [CH3:1][OH:2].[H-].[Na+].C[O:6][C:7](=[O:18])[C:8]1[CH:13]=[CH:12][C:11]([N+:14]([O-:16])=[O:15])=[C:10](F)[CH:9]=1. The catalyst is C1COCC1.O. The product is [CH3:1][O:2][C:10]1[CH:9]=[C:8]([CH:13]=[CH:12][C:11]=1[N+:14]([O-:16])=[O:15])[C:7]([OH:6])=[O:18]. The yield is 0.820. (6) The reactants are [CH2:1]([N:8]1[C:16]2[C:11](=[N:12][CH:13]=[C:14]([C:26]([OH:28])=O)[C:15]=2[O:17][CH2:18][C:19]2[CH:24]=[CH:23][C:22]([F:25])=[CH:21][CH:20]=2)[C:10]([CH3:29])=[C:9]1[CH3:30])[C:2]1[CH:7]=[CH:6][CH:5]=[CH:4][CH:3]=1.O.O[N:33]1[C:37]2[CH:38]=[CH:39][CH:39]=[CH:38][C:37]=2[N:33]=N1.Cl.CN(C)CCCN=C=NCC.C(N(C(C)C)CC)(C)C.C1(N)CC1. The catalyst is ClCCl. The product is [CH2:1]([N:8]1[C:16]2[C:11](=[N:12][CH:13]=[C:14]([C:26]([NH:33][CH:37]3[CH2:38][CH2:39]3)=[O:28])[C:15]=2[O:17][CH2:18][C:19]2[CH:20]=[CH:21][C:22]([F:25])=[CH:23][CH:24]=2)[C:10]([CH3:29])=[C:9]1[CH3:30])[C:2]1[CH:7]=[CH:6][CH:5]=[CH:4][CH:3]=1. The yield is 0.580.